The task is: Regression. Given a peptide amino acid sequence and an MHC pseudo amino acid sequence, predict their binding affinity value. This is MHC class I binding data.. This data is from Peptide-MHC class I binding affinity with 185,985 pairs from IEDB/IMGT. The peptide sequence is IQRDQVTDY. The MHC is HLA-A01:01 with pseudo-sequence HLA-A01:01. The binding affinity (normalized) is 0.0847.